This data is from Reaction yield outcomes from USPTO patents with 853,638 reactions. The task is: Predict the reaction yield, written as a fraction of the theoretical maximum amount of product (1.0 means a 100% yield; for example, 0.34 means a 34% yield). The reactants are [F:1][C:2]1[CH:7]=[CH:6][C:5]([C:8]2[S:12][C:11]([CH3:13])=[N:10][C:9]=2[C:14]([N:16]2[CH2:21][CH2:20][CH2:19][CH2:18][CH:17]2[CH2:22][C:23](O)=O)=[O:15])=[CH:4][CH:3]=1.[C:26]1([NH2:33])[C:27]([NH2:32])=[CH:28][CH:29]=[CH:30][CH:31]=1.C([O-])([O-])=O.[K+].[K+]. No catalyst specified. The product is [NH:32]1[C:27]2[CH:28]=[CH:29][CH:30]=[CH:31][C:26]=2[N:33]=[C:23]1[CH2:22][CH:17]1[CH2:18][CH2:19][CH2:20][CH2:21][N:16]1[C:14]([C:9]1[N:10]=[C:11]([CH3:13])[S:12][C:8]=1[C:5]1[CH:6]=[CH:7][C:2]([F:1])=[CH:3][CH:4]=1)=[O:15]. The yield is 0.520.